From a dataset of Full USPTO retrosynthesis dataset with 1.9M reactions from patents (1976-2016). Predict the reactants needed to synthesize the given product. (1) Given the product [NH2:18][C:17]1[N:16]=[N+:11]([O-:12])[C:10]2[CH:9]=[C:8]3[C:4]([CH2:5][CH:6]([CH2:14][OH:15])[CH2:7]3)=[CH:3][C:2]=2[N:1]=1, predict the reactants needed to synthesize it. The reactants are: [NH2:1][C:2]1[CH:3]=[C:4]2[C:8](=[CH:9][C:10]=1[N+:11]([O-])=[O:12])[CH2:7][CH:6]([CH2:14][OH:15])[CH2:5]2.[N:16]#[C:17][NH2:18].[CH]Cl.[OH-].[Na+]. (2) Given the product [ClH:32].[NH:8]1[CH2:12][CH2:11][CH2:10][C@@H:9]1[CH2:13][O:14][C:15]1[CH:20]=[CH:19][C:18]([N:21]2[C:22](=[O:31])[C:23]3[C:28](=[CH:27][CH:26]=[CH:25][CH:24]=3)[C:29]2=[O:30])=[CH:17][CH:16]=1, predict the reactants needed to synthesize it. The reactants are: C(OC([N:8]1[CH2:12][CH2:11][CH2:10][C@@H:9]1[CH2:13][O:14][C:15]1[CH:20]=[CH:19][C:18]([N:21]2[C:29](=[O:30])[C:28]3[C:23](=[CH:24][CH:25]=[CH:26][CH:27]=3)[C:22]2=[O:31])=[CH:17][CH:16]=1)=O)(C)(C)C.[ClH:32]. (3) Given the product [O:18]=[C:17]([N:19]1[CH2:23][CH2:22][CH2:21][CH2:20]1)[C@H:16]([NH:15][CH2:26][C:28]1[CH:33]=[CH:32][N:31]=[C:30]2[N:34]([C:41]([O:43][C:44]([CH3:47])([CH3:46])[CH3:45])=[O:42])[CH:35]=[C:36]([C:37]([O:39][CH3:40])=[O:38])[C:29]=12)[CH2:24][CH3:25], predict the reactants needed to synthesize it. The reactants are: C(O[BH-](OC(=O)C)OC(=O)C)(=O)C.[Na+].[NH2:15][C@H:16]([CH2:24][CH3:25])[C:17]([N:19]1[CH2:23][CH2:22][CH2:21][CH2:20]1)=[O:18].[CH:26]([C:28]1[CH:33]=[CH:32][N:31]=[C:30]2[N:34]([C:41]([O:43][C:44]([CH3:47])([CH3:46])[CH3:45])=[O:42])[CH:35]=[C:36]([C:37]([O:39][CH3:40])=[O:38])[C:29]=12)=O. (4) The reactants are: Cl.[S:2]1[C:6]([C@H:7]2[NH:12][CH2:11][C@H:10]([N:13]([O:17][CH2:18][C:19]3[CH:24]=[CH:23][CH:22]=[CH:21][CH:20]=3)[C:14](Cl)=[O:15])[CH2:9][CH2:8]2)=[N:5][CH:4]=[N:3]1. Given the product [CH2:18]([O:17][N:13]1[C:14](=[O:15])[N:12]2[CH2:11][C@H:10]1[CH2:9][CH2:8][C@H:7]2[C:6]1[S:2][N:3]=[CH:4][N:5]=1)[C:19]1[CH:24]=[CH:23][CH:22]=[CH:21][CH:20]=1, predict the reactants needed to synthesize it. (5) Given the product [Cl:3][C:4]1[CH:5]=[CH:6][C:7]([C:8]([C:10]2[CH:11]=[C:12]3[C:17](=[CH:18][CH:19]=2)[N:16]([CH3:2])[C:15](=[O:20])[CH:14]=[C:13]3[C:21]2[S:22][CH:23]=[CH:24][CH:25]=2)=[O:9])=[CH:26][CH:27]=1, predict the reactants needed to synthesize it. The reactants are: I[CH3:2].[Cl:3][C:4]1[CH:27]=[CH:26][C:7]([C:8]([C:10]2[CH:11]=[C:12]3[C:17](=[CH:18][CH:19]=2)[NH:16][C:15](=[O:20])[CH:14]=[C:13]3[C:21]2[S:22][CH:23]=[CH:24][CH:25]=2)=[O:9])=[CH:6][CH:5]=1.O. (6) Given the product [CH3:1][O:2][C:3]([C:5]1[S:6][C:7]([C:24]2[CH:29]=[CH:28][C:27]([F:30])=[CH:26][CH:25]=2)=[CH:8][C:9]=1[N:10]1[C:15](=[O:16])[CH2:14][CH2:13][CH2:12][CH:11]1[CH:17]1[CH2:22][CH2:21][CH2:20][CH2:19][CH2:18]1)=[O:4], predict the reactants needed to synthesize it. The reactants are: [CH3:1][O:2][C:3]([C:5]1[S:6][CH:7]=[CH:8][C:9]=1[N:10]1[C:15](=[O:16])[CH2:14][CH2:13][CH2:12][CH:11]1[CH:17]1[CH2:22][CH2:21][CH2:20][CH2:19][CH2:18]1)=[O:4].Br[C:24]1[CH:29]=[CH:28][C:27]([F:30])=[CH:26][CH:25]=1.C(=O)([O-])[O-].[K+].[K+].F[B-](F)(F)F.C(O)(=O)C(C)(C)C. (7) Given the product [Br:13][C:14]1[CH:22]=[CH:21][C:17]([C:18]([N:10]=[C:8]2[N:7]([CH:24]([CH2:29][CH3:30])[C:25]([OH:27])=[O:26])[C:6]3[CH:11]=[C:2]([F:1])[C:3]([F:12])=[CH:4][C:5]=3[S:9]2)=[O:19])=[CH:16][CH:15]=1, predict the reactants needed to synthesize it. The reactants are: [F:1][C:2]1[C:3]([F:12])=[CH:4][C:5]2[S:9][C:8]([NH2:10])=[N:7][C:6]=2[CH:11]=1.[Br:13][C:14]1[CH:22]=[CH:21][C:17]([C:18](Cl)=[O:19])=[CH:16][CH:15]=1.Br[CH:24]([CH2:29][CH3:30])[C:25]([O:27]C)=[O:26].COC1C=CC2N=C(N)SC=2C=1.ClC1C=C(C=CC=1)C(Cl)=O.BrCC(OCC)=O. (8) Given the product [CH3:13][C:7]1[CH:8]=[CH:9][CH:10]=[C:11]2[C:6]=1[C:5](=[O:14])[N:4]([C:15]1[CH:20]=[CH:19][CH:18]=[CH:17][C:16]=1[CH3:21])[C:3]([CH:2]=[O:1])=[CH:12]2, predict the reactants needed to synthesize it. The reactants are: [OH:1][CH2:2][C:3]1[N:4]([C:15]2[CH:20]=[CH:19][CH:18]=[CH:17][C:16]=2[CH3:21])[C:5](=[O:14])[C:6]2[C:11]([CH:12]=1)=[CH:10][CH:9]=[CH:8][C:7]=2[CH3:13]. (9) Given the product [Cl:1][C:2]1[CH:3]=[C:4]([C@@H:8]2[C@@H:13]([C:14]3[CH:19]=[CH:18][C:17]([Cl:20])=[CH:16][CH:15]=3)[N:12]([C@@H:21]([CH2:28][CH3:29])[CH2:22][O:23][CH2:24][CH:25]3[CH2:27][CH2:26]3)[C:11](=[O:30])[CH:10]([CH3:33])[CH2:9]2)[CH:5]=[CH:6][CH:7]=1, predict the reactants needed to synthesize it. The reactants are: [Cl:1][C:2]1[CH:3]=[C:4]([C@@H:8]2[C@@H:13]([C:14]3[CH:19]=[CH:18][C:17]([Cl:20])=[CH:16][CH:15]=3)[N:12]([C@@H:21]([CH2:28][CH3:29])[CH2:22][O:23][CH2:24][CH:25]3[CH2:27][CH2:26]3)[C:11](=[O:30])[CH2:10][CH2:9]2)[CH:5]=[CH:6][CH:7]=1.IC.[CH3:33][Si]([N-][Si](C)(C)C)(C)C.[Li+].